Dataset: Catalyst prediction with 721,799 reactions and 888 catalyst types from USPTO. Task: Predict which catalyst facilitates the given reaction. Reactant: Br[CH2:2][CH2:3][CH2:4][O:5][C:6]1[CH:11]=[C:10]([CH3:12])[CH:9]=[CH:8][C:7]=1[O:13][CH3:14].[NH:15]1[CH2:20][CH2:19][O:18][CH2:17][CH2:16]1. Product: [CH3:14][O:13][C:7]1[CH:8]=[CH:9][C:10]([CH3:12])=[CH:11][C:6]=1[O:5][CH2:4][CH2:3][CH2:2][N:15]1[CH2:20][CH2:19][O:18][CH2:17][CH2:16]1. The catalyst class is: 116.